This data is from Catalyst prediction with 721,799 reactions and 888 catalyst types from USPTO. The task is: Predict which catalyst facilitates the given reaction. (1) Reactant: [NH2:1][C:2]1[N:6]([C:7]2[CH:15]=[C:14]3[C:10]([CH2:11][CH2:12][C:13]3=[O:16])=[CH:9][CH:8]=2)[N:5]=[C:4]([C:17]([CH3:20])([CH3:19])[CH3:18])[CH:3]=1.[Cl:21][C:22]1[CH:27]=[CH:26][CH:25]=[C:24]([N:28]=[C:29]=[O:30])[C:23]=1[Cl:31].O. Product: [C:17]([C:4]1[CH:3]=[C:2]([NH:1][C:29]([NH:28][C:24]2[CH:25]=[CH:26][CH:27]=[C:22]([Cl:21])[C:23]=2[Cl:31])=[O:30])[N:6]([C:7]2[CH:15]=[C:14]3[C:10](=[CH:9][CH:8]=2)[CH2:11][CH2:12][C:13]3=[O:16])[N:5]=1)([CH3:20])([CH3:19])[CH3:18]. The catalyst class is: 1. (2) Reactant: [NH2:1][CH:2]1[CH2:7][CH2:6][CH:5]([NH:8][C:9]2[CH:14]=[C:13]([C:15]3[C:20]([Cl:21])=[CH:19][CH:18]=[C:17]([NH:22][CH2:23][CH:24]4[CH2:29][CH2:28][O:27][CH2:26][CH2:25]4)[N:16]=3)[C:12]([Cl:30])=[CH:11][N:10]=2)[CH2:4][CH2:3]1.[S:31]1(=[O:39])(=[O:38])[CH2:36][CH2:35][C:34](=O)[CH2:33][CH2:32]1.C(N(CC)CC)C.C(O[BH-](OC(=O)C)OC(=O)C)(=O)C.[Na+]. Product: [Cl:21][C:20]1[C:15]([C:13]2[C:12]([Cl:30])=[CH:11][N:10]=[C:9]([NH:8][C@H:5]3[CH2:6][CH2:7][C@H:2]([NH:1][CH:34]4[CH2:35][CH2:36][S:31](=[O:39])(=[O:38])[CH2:32][CH2:33]4)[CH2:3][CH2:4]3)[CH:14]=2)=[N:16][C:17]([NH:22][CH2:23][CH:24]2[CH2:29][CH2:28][O:27][CH2:26][CH2:25]2)=[CH:18][CH:19]=1. The catalyst class is: 2. (3) Reactant: [C:1]1([C:22]2[CH:27]=[CH:26][CH:25]=[CH:24][CH:23]=2)[CH:6]=[CH:5][CH:4]=[CH:3][C:2]=1[NH:7][C:8]([O:10][CH:11]1[CH2:16]CN(CCC(O)=O)C[CH2:12]1)=[O:9].CCN=[C:31]=[N:32][CH2:33][CH2:34][CH2:35][N:36]([CH3:38])[CH3:37].Cl.[OH:40]N1C2N=CC=CC=2N=N1.[CH2:50]([N:57]([CH2:74][C@@H:75]([C:84]1[CH:93]=[CH:92][C:91]([O:94][CH2:95][C:96]2[CH:101]=[CH:100][CH:99]=[CH:98][CH:97]=2)=[C:90]2[C:85]=1[CH:86]=[CH:87][C:88](=[O:102])[NH:89]2)[O:76][Si:77]([C:80]([CH3:83])([CH3:82])[CH3:81])([CH3:79])[CH3:78])[CH2:58][CH2:59][C:60]1[CH:61]=[C:62]([NH:66][C:67](=[O:73])[CH2:68][CH2:69][CH2:70]NC)[CH:63]=[CH:64][CH:65]=1)[C:51]1[CH:56]=[CH:55][CH:54]=[CH:53][CH:52]=1.N1C(C)=CC=CC=1C. Product: [CH2:50]([N:57]([CH2:74][C@@H:75]([C:84]1[CH:93]=[CH:92][C:91]([O:94][CH2:95][C:96]2[CH:101]=[CH:100][CH:99]=[CH:98][CH:97]=2)=[C:90]2[C:85]=1[CH:86]=[CH:87][C:88](=[O:102])[NH:89]2)[O:76][Si:77]([C:80]([CH3:83])([CH3:82])[CH3:81])([CH3:79])[CH3:78])[CH2:58][CH2:59][C:60]1[CH:61]=[C:62]([NH:66][C:67]([CH2:68][CH2:69][CH2:70][N:32]([CH3:31])[C:33]([CH2:34][CH2:35][N:36]2[CH2:37][CH2:12][CH:11]([O:10][C:8](=[O:9])[NH:7][C:2]3[CH:3]=[CH:4][CH:5]=[CH:6][C:1]=3[C:22]3[CH:23]=[CH:24][CH:25]=[CH:26][CH:27]=3)[CH2:16][CH2:38]2)=[O:40])=[O:73])[CH:63]=[CH:64][CH:65]=1)[C:51]1[CH:56]=[CH:55][CH:54]=[CH:53][CH:52]=1. The catalyst class is: 735. (4) Reactant: [NH2:1][C:2]1[CH:3]=[C:4]([C:16]([O:18][CH3:19])=[O:17])[CH:5]=[C:6]([C:9]2[CH:14]=[CH:13][C:12]([F:15])=[CH:11][CH:10]=2)[C:7]=1[OH:8].[C:20](O)(=O)[CH:21]([CH3:23])[CH3:22].C1(P(C2C=CC=CC=2)C2C=CC=CC=2)C=CC=CC=1.ClC(Cl)(Cl)C#N. Product: [F:15][C:12]1[CH:11]=[CH:10][C:9]([C:6]2[C:7]3[O:8][C:20]([CH:21]([CH3:23])[CH3:22])=[N:1][C:2]=3[CH:3]=[C:4]([C:16]([O:18][CH3:19])=[O:17])[CH:5]=2)=[CH:14][CH:13]=1. The catalyst class is: 10. (5) Reactant: [Br-].[S:2]1[CH:6]=[CH:5][N:4]=[C:3]1[Zn+].FC(F)(F)S(O[C:14]1[CH2:19][N:18]([C:20]([O:22][C:23]([CH3:26])([CH3:25])[CH3:24])=[O:21])[CH2:17][CH2:16][CH:15]=1)(=O)=O. Product: [S:2]1[CH:6]=[CH:5][N:4]=[C:3]1[C:16]1[CH2:17][N:18]([C:20]([O:22][C:23]([CH3:26])([CH3:25])[CH3:24])=[O:21])[CH2:19][CH2:14][CH:15]=1. The catalyst class is: 7. (6) Reactant: [CH3:1][C:2]([Si:5]([CH3:27])([CH3:26])[O:6][C@@H:7]1[CH2:20][C@@H:19]2[C@H:10]([C@H:11]3[C@H:16]([CH2:17][CH2:18]2)[CH2:15][C@:14]2([CH3:25])[C:21](=O)[CH2:22][CH2:23][C@H:13]2[CH2:12]3)[CH2:9][CH2:8]1)([CH3:4])[CH3:3].Cl.[NH2:29][OH:30].O. Product: [CH3:1][C:2]([Si:5]([CH3:27])([CH3:26])[O:6][C@@H:7]1[CH2:20][C@@H:19]2[C@H:10]([C@H:11]3[C@H:16]([CH2:17][CH2:18]2)[CH2:15][C@:14]2([CH3:25])[C:21](=[N:29][OH:30])[CH2:22][CH2:23][C@H:13]2[CH2:12]3)[CH2:9][CH2:8]1)([CH3:4])[CH3:3]. The catalyst class is: 17. (7) Reactant: Br[CH2:2][C:3]([C:5]1[CH:10]=[CH:9][C:8]([F:11])=[CH:7][CH:6]=1)=O.[S-:12][C:13]#[N:14].[Na+].[C:16]([O:20][C:21](=[O:26])[NH:22][CH2:23][CH2:24][NH2:25])([CH3:19])([CH3:18])[CH3:17]. Product: [C:16]([O:20][C:21](=[O:26])[NH:22][CH2:23][CH2:24][NH:25][C:13]1[S:12][CH:2]=[C:3]([C:5]2[CH:10]=[CH:9][C:8]([F:11])=[CH:7][CH:6]=2)[N:14]=1)([CH3:19])([CH3:17])[CH3:18]. The catalyst class is: 8. (8) Reactant: Cl.Cl.[N:3]1([CH2:9][C:10]([O:12][CH3:13])=[O:11])[CH2:8][CH2:7][NH:6][CH2:5][CH2:4]1.CN(C)C(N(C)C)=N.F[C:23]1[N:28]=[C:27]([C:29]2[NH:38][C:37](=[O:39])[C:36]3[C:31](=[CH:32][C:33]([O:42][CH3:43])=[CH:34][C:35]=3[O:40][CH3:41])[N:30]=2)[CH:26]=[CH:25][CH:24]=1. Product: [CH3:41][O:40][C:35]1[CH:34]=[C:33]([O:42][CH3:43])[CH:32]=[C:31]2[C:36]=1[C:37](=[O:39])[NH:38][C:29]([C:27]1[N:28]=[C:23]([N:6]3[CH2:7][CH2:8][N:3]([CH2:9][C:10]([O:12][CH3:13])=[O:11])[CH2:4][CH2:5]3)[CH:24]=[CH:25][CH:26]=1)=[N:30]2. The catalyst class is: 148.